From a dataset of Forward reaction prediction with 1.9M reactions from USPTO patents (1976-2016). Predict the product of the given reaction. (1) Given the reactants [CH3:1][S:2](Cl)(=[O:4])=[O:3].[CH2:6]([O:8][C:9]1[C:10]([CH2:33][N:34]2[CH2:39][CH2:38][CH2:37][CH2:36][CH2:35]2)=[C:11]2[C:16](=[C:17]3[CH2:21][C:20]([CH3:23])([CH3:22])[O:19][C:18]=13)[C:15]([C:24]1[CH:25]=[C:26]([NH2:30])[CH:27]=[CH:28][CH:29]=1)=[N:14][C:13]([CH3:32])([CH3:31])[CH2:12]2)[CH3:7].C(=O)([O-])O.[Na+], predict the reaction product. The product is: [CH2:6]([O:8][C:9]1[C:10]([CH2:33][N:34]2[CH2:35][CH2:36][CH2:37][CH2:38][CH2:39]2)=[C:11]2[C:16](=[C:17]3[CH2:21][C:20]([CH3:22])([CH3:23])[O:19][C:18]=13)[C:15]([C:24]1[CH:25]=[C:26]([NH:30][S:2]([CH3:1])(=[O:4])=[O:3])[CH:27]=[CH:28][CH:29]=1)=[N:14][C:13]([CH3:32])([CH3:31])[CH2:12]2)[CH3:7]. (2) Given the reactants Br[CH2:2][CH2:3][CH2:4][CH2:5][CH2:6][CH2:7][CH2:8][CH2:9][CH2:10][CH2:11][CH2:12][O:13][C:14]1[CH:19]=[CH:18][CH:17]=[CH:16][C:15]=1[CH3:20].[N-:21]=[N+]=[N-].[Na+], predict the reaction product. The product is: [NH2:21][CH2:2][CH2:3][CH2:4][CH2:5][CH2:6][CH2:7][CH2:8][CH2:9][CH2:10][CH2:11][CH2:12][O:13][C:14]1[CH:19]=[CH:18][CH:17]=[CH:16][C:15]=1[CH3:20].